This data is from Reaction yield outcomes from USPTO patents with 853,638 reactions. The task is: Predict the reaction yield, written as a fraction of the theoretical maximum amount of product (1.0 means a 100% yield; for example, 0.34 means a 34% yield). The reactants are [CH2:1]([O:3][C:4]([C:6]1[NH:14][C:13]2[C:12]([Cl:15])=[CH:11][N:10]=[CH:9][C:8]=2[C:7]=1[NH2:16])=[O:5])[CH3:2].[F:17][C:18]1[CH:23]=[C:22]([Si:24]([CH3:27])([CH3:26])[CH3:25])[CH:21]=[CH:20][C:19]=1OS(C(F)(F)F)(=O)=O.C(=O)([O-])[O-].[Cs+].[Cs+].CC1(C)C2C(=C(P(C3C=CC=CC=3)C3C=CC=CC=3)C=CC=2)OC2C(P(C3C=CC=CC=3)C3C=CC=CC=3)=CC=CC1=2. The catalyst is C1(C)C=CC=CC=1.C1C=CC(/C=C/C(/C=C/C2C=CC=CC=2)=O)=CC=1.C1C=CC(/C=C/C(/C=C/C2C=CC=CC=2)=O)=CC=1.C1C=CC(/C=C/C(/C=C/C2C=CC=CC=2)=O)=CC=1.[Pd].[Pd]. The product is [CH2:1]([O:3][C:4]([C:6]1[NH:14][C:13]2[C:12]([Cl:15])=[CH:11][N:10]=[CH:9][C:8]=2[C:7]=1[NH:16][C:19]1[CH:20]=[CH:21][C:22]([Si:24]([CH3:26])([CH3:25])[CH3:27])=[CH:23][C:18]=1[F:17])=[O:5])[CH3:2]. The yield is 0.500.